Dataset: Forward reaction prediction with 1.9M reactions from USPTO patents (1976-2016). Task: Predict the product of the given reaction. (1) Given the reactants [NH2:1][C:2]1[CH:3]=[N:4][C:5]2[C:10]([C:11]=1[NH:12][CH2:13][C:14]1([OH:20])[CH2:19][CH2:18][CH2:17][CH2:16][CH2:15]1)=[N:9][CH:8]=[CH:7][CH:6]=2.[C:21](OC)(OC)(OC)[CH2:22][CH2:23][CH3:24].Cl.N1C=CC=CC=1, predict the reaction product. The product is: [CH2:22]([C:21]1[N:12]([CH2:13][C:14]2([OH:20])[CH2:19][CH2:18][CH2:17][CH2:16][CH2:15]2)[C:11]2[C:10]3[N:9]=[CH:8][CH:7]=[CH:6][C:5]=3[N:4]=[CH:3][C:2]=2[N:1]=1)[CH2:23][CH3:24]. (2) The product is: [F:21][C:18]1[CH:19]=[CH:20][C:15]([NH:14][C:10]2[N:9]=[C:8]([C:4]3[S:3][C:2]([NH:1][S:23]([CH3:22])(=[O:25])=[O:24])=[N:6][C:5]=3[CH3:7])[CH:13]=[CH:12][N:11]=2)=[CH:16][CH:17]=1. Given the reactants [NH2:1][C:2]1[S:3][C:4]([C:8]2[CH:13]=[CH:12][N:11]=[C:10]([NH:14][C:15]3[CH:20]=[CH:19][C:18]([F:21])=[CH:17][CH:16]=3)[N:9]=2)=[C:5]([CH3:7])[N:6]=1.[CH3:22][S:23](Cl)(=[O:25])=[O:24].CCN(CC)CC, predict the reaction product.